Dataset: Reaction yield outcomes from USPTO patents with 853,638 reactions. Task: Predict the reaction yield, written as a fraction of the theoretical maximum amount of product (1.0 means a 100% yield; for example, 0.34 means a 34% yield). (1) The reactants are [N:1]([O-])=O.[Na+].[F:5][CH:6]([F:15])[O:7][C:8]1[CH:14]=[CH:13][CH:12]=[CH:11][C:9]=1[NH2:10].Cl.[CH3:17][O:18][CH2:19][C:20](=[O:26])[CH2:21][C:22]([O:24][CH3:25])=[O:23].CC([O-])=O.[Na+]. The catalyst is O.CO. The product is [F:5][CH:6]([F:15])[O:7][C:8]1[CH:14]=[CH:13][CH:12]=[CH:11][C:9]=1[NH:10][N:1]=[C:21]([C:20](=[O:26])[CH2:19][O:18][CH3:17])[C:22]([O:24][CH3:25])=[O:23]. The yield is 0.960. (2) The reactants are N#N.[CH3:3][O:4][C:5](=[O:36])[CH2:6][C:7]1[CH:8]=[C:9]([C:13]2[CH:18]=[CH:17][CH:16]=[CH:15][C:14]=2[NH:19][C:20](=[O:35])[CH2:21][CH2:22][C:23]2[CH:28]=[C:27]([O:29]C)[C:26]([O:31]C)=[C:25]([O:33]C)[CH:24]=2)[CH:10]=[CH:11][CH:12]=1.B(Br)(Br)Br. The catalyst is C(Cl)Cl. The product is [CH3:3][O:4][C:5](=[O:36])[CH2:6][C:7]1[CH:8]=[C:9]([C:13]2[CH:18]=[CH:17][CH:16]=[CH:15][C:14]=2[NH:19][C:20](=[O:35])[CH2:21][CH2:22][C:23]2[CH:24]=[C:25]([OH:33])[C:26]([OH:31])=[C:27]([OH:29])[CH:28]=2)[CH:10]=[CH:11][CH:12]=1. The yield is 0.0500. (3) The yield is 0.690. The product is [Cl:1][C:2]1[N:7]=[CH:6][C:5]([CH:8]([N:12]2[CH:16]=[C:15]([C:17]3[C:18]4[CH:25]=[CH:24][NH:23][C:19]=4[N:20]=[CH:21][N:22]=3)[CH:14]=[N:13]2)[CH2:9][C:10]#[N:11])=[CH:4][CH:3]=1. The reactants are [Cl:1][C:2]1[N:7]=[CH:6][C:5]([CH:8]([N:12]2[CH:16]=[C:15]([C:17]3[C:18]4[CH:25]=[CH:24][N:23](COCC[Si](C)(C)C)[C:19]=4[N:20]=[CH:21][N:22]=3)[CH:14]=[N:13]2)[CH2:9][C:10]#[N:11])=[CH:4][CH:3]=1.C(O)(C(F)(F)F)=O.C(Cl)Cl.CO.C(N)CN. No catalyst specified. (4) The reactants are Br[C:2]1[CH:7]=[C:6]([F:8])[C:5]([F:9])=[C:4]([F:10])[CH:3]=1.[CH:11]12[O:17][CH:12]1[CH2:13][CH2:14][CH2:15][CH2:16]2.[Cl-].[NH4+]. The catalyst is C(OCC)C. The product is [F:10][C:4]1[CH:3]=[C:2]([CH:11]2[CH2:16][CH2:15][CH2:14][CH2:13][CH:12]2[OH:17])[CH:7]=[C:6]([F:8])[C:5]=1[F:9]. The yield is 0.430.